This data is from Full USPTO retrosynthesis dataset with 1.9M reactions from patents (1976-2016). The task is: Predict the reactants needed to synthesize the given product. (1) Given the product [I-:14].[CH2:2]([N+:16]1[CH:21]=[CH:20][C:19]([CH3:22])=[C:18]([CH3:23])[CH:17]=1)[CH2:3][CH2:4][CH2:5][CH2:6][CH2:7][C:8]#[C:9][CH2:10][CH2:11][CH2:12][CH3:13], predict the reactants needed to synthesize it. The reactants are: Cl[CH2:2][CH2:3][CH2:4][CH2:5][CH2:6][CH2:7][C:8]#[C:9][CH2:10][CH2:11][CH2:12][CH3:13].[I-:14].[Na+].[N:16]1[CH:21]=[CH:20][C:19]([CH3:22])=[C:18]([CH3:23])[CH:17]=1. (2) Given the product [F:22][C:19]1[N:20]=[CH:21][C:16]([CH2:15][N:4]2[CH2:5][CH2:6][N:1]([C:7]([O:9][C:10]([CH3:13])([CH3:12])[CH3:11])=[O:8])[CH2:2][CH2:3]2)=[CH:17][CH:18]=1, predict the reactants needed to synthesize it. The reactants are: [N:1]1([C:7]([O:9][C:10]([CH3:13])([CH3:12])[CH3:11])=[O:8])[CH2:6][CH2:5][NH:4][CH2:3][CH2:2]1.Br[CH2:15][C:16]1[CH:17]=[CH:18][C:19]([F:22])=[N:20][CH:21]=1. (3) Given the product [Br:1][C:2]1[CH:3]=[CH:4][CH:5]=[C:6]2[C:11]=1[N:10]=[C:9]([Cl:19])[C:8]([C:13]([F:16])([F:15])[F:14])=[N:7]2, predict the reactants needed to synthesize it. The reactants are: [Br:1][C:2]1[CH:3]=[CH:4][CH:5]=[C:6]2[C:11]=1[NH:10][C:9](=O)[C:8]([C:13]([F:16])([F:15])[F:14])=[N:7]2.O=P(Cl)(Cl)[Cl:19].